Task: Predict the product of the given reaction.. Dataset: Forward reaction prediction with 1.9M reactions from USPTO patents (1976-2016) Given the reactants [C:1]1([CH:11]=O)[C:10]2[C:5](=[CH:6][CH:7]=[CH:8][CH:9]=2)[CH:4]=[CH:3][CH:2]=1.[CH2:13]([N:20]1[C:28]2[C:23](=[CH:24][CH:25]=[C:26]([Cl:29])[CH:27]=2)[C:22]([CH:30]2[CH2:35][CH2:34][NH:33][CH2:32][CH2:31]2)=[CH:21]1)[C:14]1[CH:19]=[CH:18][CH:17]=[CH:16][CH:15]=1, predict the reaction product. The product is: [CH2:13]([N:20]1[C:28]2[C:23](=[CH:24][CH:25]=[C:26]([Cl:29])[CH:27]=2)[C:22]([CH:30]2[CH2:35][CH2:34][N:33]([CH2:11][C:1]3[C:10]4[C:5](=[CH:6][CH:7]=[CH:8][CH:9]=4)[CH:4]=[CH:3][CH:2]=3)[CH2:32][CH2:31]2)=[CH:21]1)[C:14]1[CH:15]=[CH:16][CH:17]=[CH:18][CH:19]=1.